From a dataset of Catalyst prediction with 721,799 reactions and 888 catalyst types from USPTO. Predict which catalyst facilitates the given reaction. (1) Reactant: [CH3:1][O:2][C:3]1[N:8]2[CH:9]=[CH:10][N:11]=[C:7]2[CH:6]=[C:5]([C:12]2[CH:17]=[CH:16][CH:15]=[CH:14][CH:13]=2)[CH:4]=1.[I:18]N1C(=O)CCC1=O. Product: [I:18][C:9]1[N:8]2[C:3]([O:2][CH3:1])=[CH:4][C:5]([C:12]3[CH:13]=[CH:14][CH:15]=[CH:16][CH:17]=3)=[CH:6][C:7]2=[N:11][CH:10]=1. The catalyst class is: 115. (2) The catalyst class is: 21. Product: [CH:6]([CH2:7][N:8]1[C:16]2[C:11](=[CH:12][CH:13]=[CH:14][CH:15]=2)[C@@:10]([CH2:28][C:29]([NH:31][C:32]2[CH:33]=[CH:34][C:35]([CH3:38])=[CH:36][CH:37]=2)=[O:30])([NH:17][C:18]([NH:20][C:21]2[CH:26]=[CH:25][C:24]([CH3:27])=[CH:23][CH:22]=2)=[O:19])[C:9]1=[O:39])=[O:5]. Reactant: O.Cl.C([O:5][CH:6](OCC)[CH2:7][N:8]1[C:16]2[C:11](=[CH:12][CH:13]=[CH:14][CH:15]=2)[C:10]([CH2:28][C:29]([NH:31][C:32]2[CH:37]=[CH:36][C:35]([CH3:38])=[CH:34][CH:33]=2)=[O:30])([NH:17][C:18]([NH:20][C:21]2[CH:26]=[CH:25][C:24]([CH3:27])=[CH:23][CH:22]=2)=[O:19])[C:9]1=[O:39])C. (3) Reactant: [CH:1](O)=[O:2].C(OC(=O)C)(=O)C.[N+:11]([C:14]1[CH:23]=[CH:22][CH:21]=[CH:20][C:15]=1[C:16]([NH:18][NH2:19])=[O:17])([O-:13])=[O:12].C(OC(=O)C)=O. Product: [CH:1]([NH:19][NH:18][C:16](=[O:17])[C:15]1[CH:20]=[CH:21][CH:22]=[CH:23][C:14]=1[N+:11]([O-:13])=[O:12])=[O:2]. The catalyst class is: 13. (4) Reactant: [C:1]1([Mg]Br)[CH:6]=[CH:5][CH:4]=[CH:3][CH:2]=1.[O:9]=[C:10]1[CH2:14][CH2:13][CH2:12][N:11]1[C:15]([O:17][C:18]([CH3:21])([CH3:20])[CH3:19])=[O:16].C(OCC)(=O)C. Product: [O:9]=[C:10]([C:1]1[CH:6]=[CH:5][CH:4]=[CH:3][CH:2]=1)[CH2:14][CH2:13][CH2:12][NH:11][C:15](=[O:16])[O:17][C:18]([CH3:20])([CH3:19])[CH3:21]. The catalyst class is: 220. (5) Reactant: C[O:2][C:3](=O)[C:4]1[CH:9]=[CH:8][C:7]([CH2:10][C:11]([C:19](=[O:30])[NH:20][C:21]2[CH:26]=[CH:25][C:24]([C:27]#[N:28])=[C:23]([Cl:29])[CH:22]=2)([OH:18])[C:12]2[CH:17]=[CH:16][CH:15]=[CH:14][CH:13]=2)=[CH:6][CH:5]=1.[H-].[Al+3].[Li+].[H-].[H-].[H-].O. Product: [Cl:29][C:23]1[CH:22]=[C:21]([NH:20][C:19](=[O:30])[C:11]([OH:18])([C:12]2[CH:13]=[CH:14][CH:15]=[CH:16][CH:17]=2)[CH2:10][C:7]2[CH:8]=[CH:9][C:4]([CH2:3][OH:2])=[CH:5][CH:6]=2)[CH:26]=[CH:25][C:24]=1[C:27]#[N:28]. The catalyst class is: 1. (6) Reactant: I[C:2]1[CH:9]=[CH:8][C:5]([C:6]#[N:7])=[CH:4][C:3]=1[O:10][CH2:11][O:12][CH3:13].[O:14]1[CH:18]=[CH:17][C:16](B(O)O)=[CH:15]1.C([O-])([O-])=O.[Cs+].[Cs+]. Product: [O:14]1[CH:18]=[CH:17][C:16]([C:2]2[CH:9]=[CH:8][C:5]([C:6]#[N:7])=[CH:4][C:3]=2[O:10][CH2:11][O:12][CH3:13])=[CH:15]1. The catalyst class is: 427.